This data is from Reaction yield outcomes from USPTO patents with 853,638 reactions. The task is: Predict the reaction yield, written as a fraction of the theoretical maximum amount of product (1.0 means a 100% yield; for example, 0.34 means a 34% yield). (1) The reactants are [F:1][C:2]([F:21])([F:20])[C:3]1[CH:4]=[C:5]([CH:10]=[CH:11][C:12]=1[O:13][CH2:14][CH2:15][C:16]([F:19])([F:18])[F:17])[C:6]([O:8]C)=[O:7].[OH-].[Na+].Cl. The catalyst is CO.O. The product is [F:1][C:2]([F:20])([F:21])[C:3]1[CH:4]=[C:5]([CH:10]=[CH:11][C:12]=1[O:13][CH2:14][CH2:15][C:16]([F:19])([F:18])[F:17])[C:6]([OH:8])=[O:7]. The yield is 0.940. (2) The reactants are CC1(C)COB([C:8]2[CH:29]=[CH:28][C:11]3[C:12]4[N:16]([CH2:17][CH2:18][O:19][C:10]=3[CH:9]=2)[CH:15]=[C:14]([C:20]2[N:21]([CH:25]([CH3:27])[CH3:26])[N:22]=[CH:23][N:24]=2)[N:13]=4)OC1.Cl.N[OH:33].[OH-].[Na+]. The catalyst is [Cl-].[NH4+]. The product is [CH:25]([N:21]1[C:20]([C:14]2[N:13]=[C:12]3[C:11]4[CH:28]=[CH:29][C:8]([OH:33])=[CH:9][C:10]=4[O:19][CH2:18][CH2:17][N:16]3[CH:15]=2)=[N:24][CH:23]=[N:22]1)([CH3:27])[CH3:26]. The yield is 0.430. (3) The reactants are [CH:1]([N:4]1[C:8]([C:9]2[N:18]=[C:17]3[N:11]([CH2:12][CH2:13][O:14][C:15]4[CH:22]=[C:21]([C:23]5[CH2:28][CH2:27][NH:26][CH2:25][C:24]=5[C:29]([NH2:31])=[O:30])[CH:20]=[CH:19][C:16]=43)[CH:10]=2)=[N:7][CH:6]=[N:5]1)([CH3:3])[CH3:2].C=O.[C:34](O[BH-](OC(=O)C)OC(=O)C)(=O)C.[Na+].C(O)(=O)C.C(=O)([O-])O.[Na+]. The catalyst is C(Cl)Cl.CO. The product is [CH:1]([N:4]1[C:8]([C:9]2[N:18]=[C:17]3[C:16]4[CH:19]=[CH:20][C:21]([C:23]5[CH2:28][CH2:27][N:26]([CH3:34])[CH2:25][C:24]=5[C:29]([NH2:31])=[O:30])=[CH:22][C:15]=4[O:14][CH2:13][CH2:12][N:11]3[CH:10]=2)=[N:7][CH:6]=[N:5]1)([CH3:3])[CH3:2]. The yield is 0.620. (4) The reactants are [OH:1][C:2]1[CH:11]=[CH:10][C:5]2[C:6](=[O:9])[CH2:7][O:8][C:4]=2[CH:3]=1.[O:12]=[C:13]1[CH2:18][NH:17][CH2:16][CH2:15][NH:14]1.[CH2:19]=O. The catalyst is C(O)C. The product is [OH:1][C:2]1[CH:11]=[CH:10][C:5]2[C:6](=[O:9])[CH2:7][O:8][C:4]=2[C:3]=1[CH2:19][N:17]1[CH2:16][CH2:15][NH:14][C:13](=[O:12])[CH2:18]1. The yield is 0.480. (5) The reactants are C[O:2][P:3]([CH2:7][N:8]([S:10]([C:13]1[S:14][CH:15]=[CH:16][CH:17]=1)(=[O:12])=[O:11])[CH3:9])(=[O:6])[O:4]C.Br[Si](C)(C)C. The catalyst is ClCCl. The product is [S:14]1[CH:15]=[CH:16][CH:17]=[C:13]1[S:10]([N:8]([CH2:7][P:3](=[O:2])([OH:4])[OH:6])[CH3:9])(=[O:11])=[O:12]. The yield is 0.740.